Task: Predict the product of the given reaction.. Dataset: Forward reaction prediction with 1.9M reactions from USPTO patents (1976-2016) (1) Given the reactants [F:1][C:2]1[CH:10]=[C:9]2[C:5]([CH:6]=[C:7]([C:11]([CH3:15])([CH3:14])[CH2:12][OH:13])[NH:8]2)=[CH:4][C:3]=1[N+:16]([O-:18])=[O:17].[CH3:19][C:20]([Si:23](Cl)([CH3:25])[CH3:24])([CH3:22])[CH3:21].N1C=CN=C1, predict the reaction product. The product is: [Si:23]([O:13][CH2:12][C:11]([C:7]1[NH:8][C:9]2[C:5]([CH:6]=1)=[CH:4][C:3]([N+:16]([O-:18])=[O:17])=[C:2]([F:1])[CH:10]=2)([CH3:15])[CH3:14])([C:20]([CH3:22])([CH3:21])[CH3:19])([CH3:25])[CH3:24]. (2) Given the reactants [F:1][C:2]([F:11])([F:10])[C:3]1[CH:4]=[CH:5][C:6]([NH2:9])=[N:7][CH:8]=1.[N+:12]([O-])([OH:14])=[O:13].[OH-].[Na+], predict the reaction product. The product is: [N+:12]([C:5]1[C:6]([NH2:9])=[N:7][CH:8]=[C:3]([C:2]([F:1])([F:10])[F:11])[CH:4]=1)([O-:14])=[O:13]. (3) Given the reactants [C:1]([C:4]1[C:39](=[O:40])[C@@:8]2([CH3:41])[C:9]3[C:15]([OH:16])=[CH:14][C:13]([O:17]CC4C=CC=CC=4)=[C:12]([C:25]([NH:27][CH2:28][C:29]4[C:38]5[C:33](=[CH:34][CH:35]=[CH:36][CH:37]=5)[CH:32]=[CH:31][CH:30]=4)=[O:26])[C:10]=3[O:11][C:7]2=[CH:6][C:5]=1[OH:42])(=[O:3])[CH3:2].[H][H], predict the reaction product. The product is: [C:1]([C:4]1[C:39](=[O:40])[C@@:8]2([CH3:41])[C:9]3[C:15]([OH:16])=[CH:14][C:13]([OH:17])=[C:12]([C:25]([NH:27][CH2:28][C:29]4[C:38]5[C:33](=[CH:34][CH:35]=[CH:36][CH:37]=5)[CH:32]=[CH:31][CH:30]=4)=[O:26])[C:10]=3[O:11][C:7]2=[CH:6][C:5]=1[OH:42])(=[O:3])[CH3:2].